Task: Regression. Given two drug SMILES strings and cell line genomic features, predict the synergy score measuring deviation from expected non-interaction effect.. Dataset: NCI-60 drug combinations with 297,098 pairs across 59 cell lines Drug 1: CC1=CC2C(CCC3(C2CCC3(C(=O)C)OC(=O)C)C)C4(C1=CC(=O)CC4)C. Drug 2: C(CCl)NC(=O)N(CCCl)N=O. Cell line: K-562. Synergy scores: CSS=6.54, Synergy_ZIP=-2.11, Synergy_Bliss=-0.337, Synergy_Loewe=-3.05, Synergy_HSA=-2.82.